Predict the reaction yield, written as a fraction of the theoretical maximum amount of product (1.0 means a 100% yield; for example, 0.34 means a 34% yield). From a dataset of Reaction yield outcomes from USPTO patents with 853,638 reactions. (1) The reactants are [OH:1][C:2]1[CH:7]=[CH:6][C:5](B(O)O)=[CH:4][CH:3]=1.[C:11]([C@@H:14]([NH:16][C:17]1[N:22]=[C:21](Cl)[N:20]=[C:19]([C:24]([NH2:26])=[O:25])[CH:18]=1)[CH3:15])(=[O:13])[NH2:12].C([O-])([O-])=O.[Na+].[Na+]. The catalyst is Cl[Pd](Cl)([P](C1C=CC=CC=1)(C1C=CC=CC=1)C1C=CC=CC=1)[P](C1C=CC=CC=1)(C1C=CC=CC=1)C1C=CC=CC=1.O1CCOCC1. The product is [C:11]([C@@H:14]([NH:16][C:17]1[N:22]=[C:21]([C:5]2[CH:6]=[CH:7][C:2]([OH:1])=[CH:3][CH:4]=2)[N:20]=[C:19]([C:24]([NH2:26])=[O:25])[CH:18]=1)[CH3:15])(=[O:13])[NH2:12]. The yield is 0.910. (2) The reactants are O1[CH2:5][CH2:4][CH2:3]C1.Cl[C:7]1[CH:12]=[C:11]([C:13]([F:16])([F:15])[F:14])[CH:10]=[C:9]([Cl:17])[N:8]=1.C1([Mg]Br)CC1. The catalyst is [Fe](Cl)(Cl)Cl.O. The product is [Cl:17][C:9]1[CH:10]=[C:11]([C:13]([F:16])([F:15])[F:14])[CH:12]=[C:7]([CH:3]2[CH2:4][CH2:5]2)[N:8]=1. The yield is 0.700. (3) The reactants are [Cl:1][CH2:2][C:3](Cl)=[O:4].[CH3:6][NH:7][CH2:8][CH2:9][CH2:10][CH2:11][CH2:12][CH2:13][CH2:14][CH3:15]. The catalyst is C(OCC)C. The product is [CH3:6][N:7]([CH2:8][CH2:9][CH2:10][CH2:11][CH2:12][CH2:13][CH2:14][CH3:15])[C:3](=[O:4])[CH2:2][Cl:1]. The yield is 0.664. (4) The reactants are [CH3:1][N:2]1[C:14]2[CH:13]=[CH:12][CH:11]=[CH:10][C:9]=2[C:8]2[C:3]1=[CH:4][CH:5]=[CH:6][CH:7]=2.C1C(=O)N([Br:22])C(=O)C1. The catalyst is ClCCl. The product is [Br:22][C:11]1[CH:12]=[CH:13][C:14]2[N:2]([CH3:1])[C:3]3[C:8]([C:9]=2[CH:10]=1)=[CH:7][CH:6]=[CH:5][CH:4]=3. The yield is 0.590.